The task is: Predict which catalyst facilitates the given reaction.. This data is from Catalyst prediction with 721,799 reactions and 888 catalyst types from USPTO. (1) Reactant: C1C2C(O[C:15](=O)[N:16]([C@@H:19]([C:26]3[CH:31]=[CH:30][CH:29]=[C:28]([S:32](=[O:57])(=[O:56])[NH:33][CH2:34][CH2:35][O:36][CH2:37][CH2:38][O:39][CH2:40][CH2:41][O:42][CH2:43][CH2:44][O:45][CH2:46][CH2:47][O:48][CH2:49][CH2:50][O:51][CH2:52][CH2:53][O:54][CH3:55])[CH:27]=3)[CH2:20][N:21]3[CH2:25][CH2:24][CH2:23][CH2:22]3)CC)C3C(=CC=CC=3)C=2C=CC=1. Product: [CH3:55][O:54][CH2:53][CH2:52][O:51][CH2:50][CH2:49][O:48][CH2:47][CH2:46][O:45][CH2:44][CH2:43][O:42][CH2:41][CH2:40][O:39][CH2:38][CH2:37][O:36][CH2:35][CH2:34][NH:33][S:32]([C:28]1[CH:29]=[CH:30][CH:31]=[C:26]([C@H:19]([NH:16][CH3:15])[CH2:20][N:21]2[CH2:22][CH2:23][CH2:24][CH2:25]2)[CH:27]=1)(=[O:57])=[O:56]. The catalyst class is: 10. (2) Reactant: [CH3:1][O:2][C@@H:3]1[C@@H:7]([O:8][N+:9]([O-:11])=[O:10])[CH2:6][C@H:5]([C:12]([O:14]C)=[O:13])[CH2:4]1.[OH-].[K+].Cl. Product: [CH3:1][O:2][C@@H:3]1[C@@H:7]([O:8][N+:9]([O-:11])=[O:10])[CH2:6][C@H:5]([C:12]([OH:14])=[O:13])[CH2:4]1. The catalyst class is: 5. (3) Reactant: O1CCCC1.[Br-].[F:7][C:8]([F:13])([F:12])[C:9]([Zn+])=[CH2:10].[Cl:14][C:15]1[CH:20]=[CH:19][C:18](I)=[CH:17][C:16]=1[C:22]([F:25])([F:24])[F:23]. Product: [Cl:14][C:15]1[CH:20]=[CH:19][C:18]([C:9]([C:8]([F:13])([F:12])[F:7])=[CH2:10])=[CH:17][C:16]=1[C:22]([F:25])([F:24])[F:23]. The catalyst class is: 81.